Predict which catalyst facilitates the given reaction. From a dataset of Catalyst prediction with 721,799 reactions and 888 catalyst types from USPTO. (1) Reactant: [C:1]1([C:7]2[NH:11][N:10]=[C:9]([C:12]([NH:14][CH2:15][C:16]([OH:18])=O)=[O:13])[CH:8]=2)[CH:6]=[CH:5][CH:4]=[CH:3][CH:2]=1.CCN(C(C)C)C(C)C.C1C=CC2N(O)N=NC=2C=1.CCN=C=NCCCN(C)C.Cl.Cl.[F:51][C:52]1[CH:64]=[CH:63][C:62]([F:65])=[CH:61][C:53]=1[O:54][CH:55]1[CH2:60][CH2:59][NH:58][CH2:57][CH2:56]1. Product: [F:51][C:52]1[CH:64]=[CH:63][C:62]([F:65])=[CH:61][C:53]=1[O:54][CH:55]1[CH2:56][CH2:57][N:58]([C:16](=[O:18])[CH2:15][NH:14][C:12]([C:9]2[CH:8]=[C:7]([C:1]3[CH:2]=[CH:3][CH:4]=[CH:5][CH:6]=3)[NH:11][N:10]=2)=[O:13])[CH2:59][CH2:60]1. The catalyst class is: 18. (2) Reactant: N1C[C@H](O)C[C@H]1C(O)=O.[CH3:10][O:11][C:12]([C@@H:14]1[C@H:18]([OH:19])[CH2:17][CH2:16][NH:15]1)=[O:13].[Cl:20][C:21]1[C:28]([CH3:29])=[C:27]([N:30]=[C:31]=[O:32])[CH:26]=[CH:25][C:22]=1[C:23]#[N:24]. Product: [CH3:10][O:11][C:12]([C@@H:14]1[C@H:18]([OH:19])[CH2:17][CH2:16][N:15]1[C:31](=[O:32])[NH:30][C:27]1[CH:26]=[CH:25][C:22]([C:23]#[N:24])=[C:21]([Cl:20])[C:28]=1[CH3:29])=[O:13]. The catalyst class is: 2. (3) Product: [F:22][CH:2]([F:1])[C:3]1[N:7]=[CH:6][N:5]([C:8]2[CH:13]=[C:12]([S:14]([CH2:15][C:16]([F:19])([F:18])[F:17])=[O:34])[C:11]([CH3:20])=[CH:10][C:9]=2[CH3:21])[N:4]=1. The catalyst class is: 6. Reactant: [F:1][CH:2]([F:22])[C:3]1[N:7]=[CH:6][N:5]([C:8]2[CH:13]=[C:12]([S:14][CH2:15][C:16]([F:19])([F:18])[F:17])[C:11]([CH3:20])=[CH:10][C:9]=2[CH3:21])[N:4]=1.ClCCl.ClC1C=CC=C(C(OO)=[O:34])C=1.OS([O-])=O.[Na+]. (4) Reactant: I[C:2]1[CH:7]=[CH:6][C:5]([CH:8]([CH3:17])[CH2:9][NH:10][S:11]([CH:14]([CH3:16])[CH3:15])(=[O:13])=[O:12])=[CH:4][CH:3]=1.[C:18]([OH:22])#[C:19][CH2:20][CH3:21].CCN(CC)CC.CCOCC. Product: [OH:22][CH2:18][CH2:19][C:20]#[C:21][C:2]1[CH:7]=[CH:6][C:5]([CH:8]([CH3:17])[CH2:9][NH:10][S:11]([CH:14]([CH3:16])[CH3:15])(=[O:13])=[O:12])=[CH:4][CH:3]=1. The catalyst class is: 540. (5) Reactant: [Br:1][C:2]1[C:22]([F:23])=[CH:21][C:5]2[O:6][C:7]3[CH:19]=[CH:18][CH:17]=[C:16]([F:20])[C:8]=3[CH:9]3[CH:14]([NH2:15])[CH2:13][CH2:12][CH2:11][N:10]3[C:4]=2[CH:3]=1.[CH3:24][C:25]1([CH3:39])[C@@H:31]([C:32]2[CH:37]=[CH:36][CH:35]=[CH:34][CH:33]=2)[O:30][P:28]([OH:38])(=[O:29])[O:27][CH2:26]1.C(Cl)Cl.C(O)C. Product: [OH:38][P:28]1(=[O:29])[O:30][C@@H:31]([C:32]2[CH:37]=[CH:36][CH:35]=[CH:34][CH:33]=2)[C:25]([CH3:24])([CH3:39])[CH2:26][O:27]1.[Br:1][C:2]1[C:22]([F:23])=[CH:21][C:5]2[O:6][C:7]3[CH:19]=[CH:18][CH:17]=[C:16]([F:20])[C:8]=3[C@H:9]3[C@H:14]([NH2:15])[CH2:13][CH2:12][CH2:11][N:10]3[C:4]=2[CH:3]=1. The catalyst class is: 131. (6) The catalyst class is: 18. Reactant: [Cl:1][C:2]1[CH:3]=[C:4]([CH:9]=[CH:10][N:11]=1)[C:5]([NH:7][CH3:8])=[O:6].Cl.CN[O:15][CH3:16].C(Cl)CCl.C1C=CC2N(O)N=NC=2C=1.CCN(CC)CC. Product: [Cl:1][C:2]1[CH:3]=[C:4]([CH:9]=[CH:10][N:11]=1)[C:5]([N:7]([O:15][CH3:16])[CH3:8])=[O:6]. (7) Reactant: [N:1]1([C:23]([O:25][C:26]([CH3:29])([CH3:28])[CH3:27])=[O:24])[CH2:6][CH2:5][C:4]2([O:11][C:10]3[CH:12]=[C:13]([C:16]([O:18]C)=[O:17])[CH:14]=[CH:15][C:9]=3[N:8]3[CH:20]=[CH:21][CH:22]=[C:7]23)[CH2:3][CH2:2]1.[Li+].[OH-]. Product: [C:26]([O:25][C:23]([N:1]1[CH2:2][CH2:3][C:4]2([O:11][C:10]3[CH:12]=[C:13]([C:16]([OH:18])=[O:17])[CH:14]=[CH:15][C:9]=3[N:8]3[CH:20]=[CH:21][CH:22]=[C:7]23)[CH2:5][CH2:6]1)=[O:24])([CH3:29])([CH3:27])[CH3:28]. The catalyst class is: 155.